The task is: Regression. Given two drug SMILES strings and cell line genomic features, predict the synergy score measuring deviation from expected non-interaction effect.. This data is from NCI-60 drug combinations with 297,098 pairs across 59 cell lines. (1) Drug 1: CC12CCC3C(C1CCC2=O)CC(=C)C4=CC(=O)C=CC34C. Drug 2: C1=C(C(=O)NC(=O)N1)F. Cell line: UACC-257. Synergy scores: CSS=42.6, Synergy_ZIP=7.75, Synergy_Bliss=6.56, Synergy_Loewe=8.79, Synergy_HSA=9.58. (2) Drug 1: C1=C(C(=O)NC(=O)N1)N(CCCl)CCCl. Drug 2: C1=NC2=C(N1)C(=S)N=CN2. Cell line: CAKI-1. Synergy scores: CSS=31.7, Synergy_ZIP=-19.2, Synergy_Bliss=-25.3, Synergy_Loewe=-24.6, Synergy_HSA=-21.0.